This data is from Forward reaction prediction with 1.9M reactions from USPTO patents (1976-2016). The task is: Predict the product of the given reaction. (1) Given the reactants Cl[C:2]1[CH:11]=[CH:10][C:9]2[C:4](=[C:5]3[CH:15]=[CH:14][CH:13]=[CH:12][C:6]3=[CH:7][CH:8]=2)[N:3]=1.[Br:16][Si](C)(C)C.C(#N)CC.[OH-].[Na+], predict the reaction product. The product is: [Br:16][C:2]1[CH:11]=[CH:10][C:9]2[C:4](=[C:5]3[CH:15]=[CH:14][CH:13]=[CH:12][C:6]3=[CH:7][CH:8]=2)[N:3]=1. (2) The product is: [CH2:1]([C:3]1[CH:4]=[CH:5][C:6]([O:13][S:22]([C:25]([F:28])([F:27])[F:26])(=[O:23])=[O:21])=[C:7]([CH:12]=1)[C:8]([O:10][CH3:11])=[O:9])[CH3:2]. Given the reactants [CH2:1]([C:3]1[CH:4]=[CH:5][C:6]([OH:13])=[C:7]([CH:12]=1)[C:8]([O:10][CH3:11])=[O:9])[CH3:2].CCN(CC)CC.[O:21](S(C(F)(F)F)(=O)=O)[S:22]([C:25]([F:28])([F:27])[F:26])(=O)=[O:23], predict the reaction product. (3) Given the reactants [CH:1]1([S:4][C:5]2[CH:10]=[CH:9][C:8]([N+:11]([O-:13])=[O:12])=[CH:7][CH:6]=2)[CH2:3][CH2:2]1.I(O)(=O)(=O)=[O:15].S([O-])([O-])(=O)=S.[Na+].[Na+], predict the reaction product. The product is: [CH:1]1([S:4]([C:5]2[CH:10]=[CH:9][C:8]([N+:11]([O-:13])=[O:12])=[CH:7][CH:6]=2)=[O:15])[CH2:3][CH2:2]1. (4) Given the reactants [F:1][C:2]([F:20])([F:19])[C:3]1[CH:4]=[CH:5][C:6]([O:9][C:10]2[CH:15]=[CH:14][C:13]([CH2:16][C:17]#[N:18])=[CH:12][CH:11]=2)=[N:7][CH:8]=1.N.[H][H], predict the reaction product. The product is: [F:19][C:2]([F:1])([F:20])[C:3]1[CH:4]=[CH:5][C:6]([O:9][C:10]2[CH:15]=[CH:14][C:13]([CH2:16][CH2:17][NH2:18])=[CH:12][CH:11]=2)=[N:7][CH:8]=1. (5) Given the reactants [C:1]([CH:8](N)[CH2:9][NH:10][CH3:11])([O:3][C:4]([CH3:7])([CH3:6])[CH3:5])=[O:2].[C:13]([O:17][C:18]([CH3:21])([CH3:20])[CH3:19])(=[O:16])[CH:14]=C.[CH2:22]([N:24](CC)CC)C, predict the reaction product. The product is: [C:4]([O:3][C:1](=[O:2])[CH2:8][CH2:9][N:10]([CH2:11][CH2:22][NH2:24])[CH2:14][C:13]([O:17][C:18]([CH3:21])([CH3:20])[CH3:19])=[O:16])([CH3:7])([CH3:6])[CH3:5]. (6) Given the reactants [Br:1][C:2]1[CH:3]=[CH:4][C:5]([C:8]([NH:10][CH2:11][CH:12]=[O:13])=O)=[N:6][CH:7]=1.P(C1C=CC=CC=1)(C1C=CC=CC=1)(C1C=CC=CC=1)=O, predict the reaction product. The product is: [Br:1][C:2]1[CH:3]=[CH:4][C:5]([C:8]2[O:13][CH:12]=[CH:11][N:10]=2)=[N:6][CH:7]=1. (7) Given the reactants [Cl:1][C:2]1[C:10]2[C:9](OC(C3C=CC=CC=3)C)=[N:8][C:7]([NH:20][C:21]3[CH:22]=[N:23][N:24]([CH3:26])[CH:25]=3)=[N:6][C:5]=2[NH:4][CH:3]=1.O=P(Cl)(Cl)[Cl:29], predict the reaction product. The product is: [Cl:29][C:9]1[C:10]2[C:2]([Cl:1])=[CH:3][NH:4][C:5]=2[N:6]=[C:7]([NH:20][C:21]2[CH:22]=[N:23][N:24]([CH3:26])[CH:25]=2)[N:8]=1.